The task is: Predict the reactants needed to synthesize the given product.. This data is from Full USPTO retrosynthesis dataset with 1.9M reactions from patents (1976-2016). (1) Given the product [CH3:24][CH:23]([O:25][C:26]1[N:31]=[CH:30][C:29]([C:32]2[O:34][N:56]=[C:39]([C:40]3[CH:41]=[CH:42][CH:43]=[C:44]4[C:48]=3[NH:47][CH:46]=[C:45]4[CH2:49][CH2:50][C:51]([O:53][CH2:54][CH3:55])=[O:52])[N:38]=2)=[CH:28][C:27]=1[O:35][CH3:36])[CH3:22], predict the reactants needed to synthesize it. The reactants are: CCN=C=NCCCN(C)C.C1C=CC2N(O)N=NC=2C=1.[CH3:22][CH:23]([O:25][C:26]1[N:31]=[CH:30][C:29]([C:32]([OH:34])=O)=[CH:28][C:27]=1[O:35][CH3:36])[CH3:24].O[NH:38]/[C:39](=[N:56]\[H])/[C:40]1[CH:41]=[CH:42][CH:43]=[C:44]2[C:48]=1[NH:47][CH:46]=[C:45]2[CH2:49][CH2:50][C:51]([O:53][CH2:54][CH3:55])=[O:52].CCCC[N+](CCCC)(CCCC)CCCC.[F-]. (2) Given the product [CH3:11][C:3]1[CH:4]=[CH:5][CH:6]=[C:7]([N+:8]([O-:10])=[O:9])[C:2]=1[NH:18][C:12]1[CH:17]=[CH:16][CH:15]=[CH:14][CH:13]=1, predict the reactants needed to synthesize it. The reactants are: Br[C:2]1[C:7]([N+:8]([O-:10])=[O:9])=[CH:6][CH:5]=[CH:4][C:3]=1[CH3:11].[C:12]1([NH2:18])[CH:17]=[CH:16][CH:15]=[CH:14][CH:13]=1.C([O-])([O-])=O.[Cs+].[Cs+]. (3) The reactants are: [CH2:1]([O:3][C:4](=[O:20])[C@@H:5]([O:18][CH3:19])[CH2:6][C:7]1[CH:12]=[CH:11][C:10]([O:13][CH2:14][CH2:15][CH2:16][OH:17])=[CH:9][CH:8]=1)[CH3:2].[CH3:21][O:22][C:23]([C:25]1[CH:30]=[CH:29][C:28]([C:31]2[CH:36]=[CH:35][C:34](O)=[CH:33][CH:32]=2)=[CH:27][CH:26]=1)=[O:24]. Given the product [CH3:21][O:22][C:23]([C:25]1[CH:30]=[CH:29][C:28]([C:31]2[CH:36]=[CH:35][C:34]([O:17][CH2:16][CH2:15][CH2:14][O:13][C:10]3[CH:11]=[CH:12][C:7]([CH2:6][C@@H:5]([C:4]([O:3][CH2:1][CH3:2])=[O:20])[O:18][CH3:19])=[CH:8][CH:9]=3)=[CH:33][CH:32]=2)=[CH:27][CH:26]=1)=[O:24], predict the reactants needed to synthesize it. (4) Given the product [CH3:19][O:20][C:21]1[C:22](=[O:45])[C:23]([CH3:44])=[C:24]([CH2:30][C:31]2[C:32]([O:40][C:41](=[O:43])[CH3:42])=[C:33]([CH:37]=[CH:38][CH:39]=2)[C:34]([N:1]2[CH2:6][CH2:5][O:4][CH2:3][CH2:2]2)=[O:35])[C:25](=[O:29])[C:26]=1[O:27][CH3:28], predict the reactants needed to synthesize it. The reactants are: [NH:1]1[CH2:6][CH2:5][O:4][CH2:3][CH2:2]1.Cl.C(N=C=NCCCN(C)C)C.[CH3:19][O:20][C:21]1[C:22](=[O:45])[C:23]([CH3:44])=[C:24]([CH2:30][C:31]2[C:32]([O:40][C:41](=[O:43])[CH3:42])=[C:33]([CH:37]=[CH:38][CH:39]=2)[C:34](O)=[O:35])[C:25](=[O:29])[C:26]=1[O:27][CH3:28]. (5) Given the product [F:17][C:14]1[CH:13]=[CH:12][C:11]([C:7]2[C:6]([C:4]([OH:5])=[O:3])=[CH:10][O:9][N:8]=2)=[CH:16][CH:15]=1, predict the reactants needed to synthesize it. The reactants are: C([O:3][C:4]([C:6]1[C:7]([C:11]2[CH:16]=[CH:15][C:14]([F:17])=[CH:13][CH:12]=2)=[N:8][O:9][CH:10]=1)=[O:5])C.[OH-].[Na+].Cl.